This data is from Catalyst prediction with 721,799 reactions and 888 catalyst types from USPTO. The task is: Predict which catalyst facilitates the given reaction. Reactant: [F:1][C:2]1[CH:10]=[CH:9][CH:8]=[C:7]([CH3:11])[C:3]=1[C:4](O)=O.[N+:12]([O-])(O)=O.[C:16](=[O:19])([O-])[O-].[K+].[K+].IC.[OH2:24]. Product: [NH2:12][C:8]1[C:7]([CH3:11])=[C:3]([C:2]([F:1])=[CH:10][CH:9]=1)[C:4]([O:19][CH3:16])=[O:24]. The catalyst class is: 65.